From a dataset of Full USPTO retrosynthesis dataset with 1.9M reactions from patents (1976-2016). Predict the reactants needed to synthesize the given product. (1) Given the product [C:1]([O:5][C:6]([N:8]1[CH2:13][CH2:12][C@@H:11]([NH:14][C:15]2[CH:20]=[C:19]([F:21])[CH:18]=[CH:17][C:16]=2[NH2:22])[C@H:10]([O:25][C:26](=[O:28])[CH3:27])[CH2:9]1)=[O:7])([CH3:4])([CH3:2])[CH3:3], predict the reactants needed to synthesize it. The reactants are: [C:1]([O:5][C:6]([N:8]1[CH2:13][CH2:12][C@@H:11]([NH:14][C:15]2[CH:20]=[C:19]([F:21])[CH:18]=[CH:17][C:16]=2[N+:22]([O-])=O)[C@H:10]([O:25][C:26](=[O:28])[CH3:27])[CH2:9]1)=[O:7])([CH3:4])([CH3:3])[CH3:2]. (2) Given the product [Br:19][C:16]1[CH:17]=[CH:18][C:13]2[N:14]([CH:2]=[C:3]([C:5]3[CH:10]=[CH:9][C:8]([OH:11])=[CH:7][CH:6]=3)[N:12]=2)[CH:15]=1, predict the reactants needed to synthesize it. The reactants are: Br[CH2:2][C:3]([C:5]1[CH:10]=[CH:9][C:8]([OH:11])=[CH:7][CH:6]=1)=O.[NH2:12][C:13]1[CH:18]=[CH:17][C:16]([Br:19])=[CH:15][N:14]=1. (3) Given the product [F:29][C:28]([F:31])([F:30])[S:25]([O:1][C:2]1[CH:3]=[CH:4][CH:5]=[C:6]2[C:11]=1[N:10]=[C:9]([CH2:12][CH2:13][C:14]([O:16][CH3:17])=[O:15])[CH:8]=[CH:7]2)(=[O:27])=[O:26], predict the reactants needed to synthesize it. The reactants are: [OH:1][C:2]1[CH:3]=[CH:4][CH:5]=[C:6]2[C:11]=1[N:10]=[C:9]([CH2:12][CH2:13][C:14]([O:16][CH3:17])=[O:15])[CH:8]=[CH:7]2.C1C=CC(N([S:25]([C:28]([F:31])([F:30])[F:29])(=[O:27])=[O:26])[S:25]([C:28]([F:31])([F:30])[F:29])(=[O:27])=[O:26])=CC=1.CCN(CC)CC. (4) Given the product [C:1]([C:3]1[CH:8]=[CH:7][C:6]([CH:9]([C:25]2[C:30](=[O:31])[CH2:29][CH2:28][CH2:27][C:26]=2[OH:32])[NH:10][C:11]([NH:13][C:14]2[CH:15]=[C:16]([C:21]([F:24])([F:22])[F:23])[CH:17]=[C:18]([F:33])[CH:19]=2)=[O:12])=[CH:5][CH:4]=1)#[N:2], predict the reactants needed to synthesize it. The reactants are: [C:1]([C:3]1[CH:8]=[CH:7][C:6]([CH:9]([C:25]2[C:30](=[O:31])[CH2:29][CH2:28][CH2:27][C:26]=2[OH:32])[NH:10][C:11]([NH:13][C:14]2[CH:19]=[CH:18][C:17](F)=[C:16]([C:21]([F:24])([F:23])[F:22])[CH:15]=2)=[O:12])=[CH:5][CH:4]=1)#[N:2].[F:33]C1C=C(NC(N)=O)C=C(C(F)(F)F)C=1. (5) Given the product [Cl:39][C:40]1[CH:45]=[CH:44][C:43]([C:2]2[CH:35]=[CH:34][C:33]([N+:36]([O-:38])=[O:37])=[CH:32][C:3]=2[CH2:4][O:5][C:6]2[CH:11]=[CH:10][C:9]([C:12]3[N:16]([CH:17]4[CH2:22][CH2:21][CH2:20][CH2:19][CH2:18]4)[C:15]4[CH:23]=[CH:24][C:25]([C:27]([O:29][CH3:30])=[O:28])=[CH:26][C:14]=4[N:13]=3)=[C:8]([F:31])[CH:7]=2)=[CH:42][CH:41]=1, predict the reactants needed to synthesize it. The reactants are: Br[C:2]1[CH:35]=[CH:34][C:33]([N+:36]([O-:38])=[O:37])=[CH:32][C:3]=1[CH2:4][O:5][C:6]1[CH:11]=[CH:10][C:9]([C:12]2[N:16]([CH:17]3[CH2:22][CH2:21][CH2:20][CH2:19][CH2:18]3)[C:15]3[CH:23]=[CH:24][C:25]([C:27]([O:29][CH3:30])=[O:28])=[CH:26][C:14]=3[N:13]=2)=[C:8]([F:31])[CH:7]=1.[Cl:39][C:40]1[CH:45]=[CH:44][C:43](B(O)O)=[CH:42][CH:41]=1.C(=O)([O-])O.[Na+].O. (6) Given the product [CH2:3]([N:10]1[C@@H:15]2[C@@H:16]([C:18]([O:20][C:21]([CH3:24])([CH3:23])[CH3:22])=[O:19])[CH2:17][C@@:11]1([C:26]1[CH:27]=[CH:28][CH:29]=[CH:30][CH:31]=1)[C@H:12]([O:25][CH2:37][C:36]1[CH:39]=[C:40]([C:42]([F:44])([F:45])[F:43])[CH:41]=[C:34]([C:33]([F:32])([F:46])[F:47])[CH:35]=1)[CH2:13][CH2:14]2)[C:4]1[CH:5]=[CH:6][CH:7]=[CH:8][CH:9]=1, predict the reactants needed to synthesize it. The reactants are: [H-].[Na+].[CH2:3]([N:10]1[C@@H:15]2[C@@H:16]([C:18]([O:20][C:21]([CH3:24])([CH3:23])[CH3:22])=[O:19])[CH2:17][C@@:11]1([C:26]1[CH:31]=[CH:30][CH:29]=[CH:28][CH:27]=1)[C@H:12]([OH:25])[CH2:13][CH2:14]2)[C:4]1[CH:9]=[CH:8][CH:7]=[CH:6][CH:5]=1.[F:32][C:33]([F:47])([F:46])[C:34]1[CH:35]=[C:36]([CH:39]=[C:40]([C:42]([F:45])([F:44])[F:43])[CH:41]=1)[CH2:37]Br.